Dataset: NCI-60 drug combinations with 297,098 pairs across 59 cell lines. Task: Regression. Given two drug SMILES strings and cell line genomic features, predict the synergy score measuring deviation from expected non-interaction effect. Drug 1: CN1CCC(CC1)COC2=C(C=C3C(=C2)N=CN=C3NC4=C(C=C(C=C4)Br)F)OC. Drug 2: CCCCCOC(=O)NC1=NC(=O)N(C=C1F)C2C(C(C(O2)C)O)O. Cell line: NCI-H226. Synergy scores: CSS=6.85, Synergy_ZIP=-2.48, Synergy_Bliss=-3.14, Synergy_Loewe=-6.57, Synergy_HSA=-3.20.